Dataset: HIV replication inhibition screening data with 41,000+ compounds from the AIDS Antiviral Screen. Task: Binary Classification. Given a drug SMILES string, predict its activity (active/inactive) in a high-throughput screening assay against a specified biological target. (1) The drug is O=c1[nH]c2ccccc2c(=O)n1N=Cc1ccc(Cl)cc1. The result is 0 (inactive). (2) The compound is CN(C)CCC1(C)OCCC2=C1Cc1ccccc12. The result is 0 (inactive).